From a dataset of Reaction yield outcomes from USPTO patents with 853,638 reactions. Predict the reaction yield, written as a fraction of the theoretical maximum amount of product (1.0 means a 100% yield; for example, 0.34 means a 34% yield). (1) The reactants are Cl[C:2]1[N:7]2[N:8]=[C:9]([NH2:11])[N:10]=[C:6]2[C:5]([O:12][CH3:13])=[CH:4][N:3]=1.[CH3:14][O-:15].[Na+].CO. The catalyst is C(#N)C. The product is [CH3:14][O:15][C:2]1[N:7]2[N:8]=[C:9]([NH2:11])[N:10]=[C:6]2[C:5]([O:12][CH3:13])=[CH:4][N:3]=1. The yield is 0.880. (2) The catalyst is O1CCCC1. The product is [Br:17][CH:15]([Br:18])[C:14]([C:5]1[C:6]2[C:11](=[CH:10][CH:9]=[CH:8][CH:7]=2)[CH:12]=[CH:13][C:4]=1[O:3][CH2:1][CH3:2])=[O:16]. The reactants are [CH2:1]([O:3][C:4]1[CH:13]=[CH:12][C:11]2[C:6](=[CH:7][CH:8]=[CH:9][CH:10]=2)[C:5]=1[C:14](=[O:16])[CH3:15])[CH3:2].[Br-:17].[Br-:18].[Br-].C1([N+](C)(C)C)C=CC=CC=1.C1([N+](C)(C)C)C=CC=CC=1.C1([N+](C)(C)C)C=CC=CC=1. The yield is 0.350. (3) The reactants are C(NC(C)C)(C)C.C([Li])CCC.CCCCCC.[Br:19][C:20]1[CH:24]=[CH:23][S:22][C:21]=1[C:25]([F:28])([F:27])[F:26].[O:29]1CCC[CH2:30]1. The catalyst is O.CN(C)C=O. The product is [Br:19][C:20]1[CH:24]=[C:23]([CH:30]=[O:29])[S:22][C:21]=1[C:25]([F:28])([F:27])[F:26]. The yield is 0.470. (4) The catalyst is C(Cl)Cl. The reactants are C([O:8][C:9]1[CH:14]=[CH:13][C:12]([CH2:15][CH2:16][OH:17])=[CH:11][C:10]=1[F:18])C1C=CC=CC=1.[CH3:19][C:20]([Si:23](Cl)([CH3:25])[CH3:24])([CH3:22])[CH3:21].CCN(CC)CC. The yield is 0.883. The product is [C:20]([Si:23]([CH3:25])([CH3:24])[O:17][CH2:16][CH2:15][C:12]1[CH:13]=[CH:14][C:9]([OH:8])=[C:10]([F:18])[CH:11]=1)([CH3:22])([CH3:21])[CH3:19]. (5) The reactants are Cl[C:2]1[C:7]([C:8]#[N:9])=[CH:6][N:5]=[C:4]2[C:10]3[CH:16]=[CH:15][CH:14]=[CH:13][C:11]=3[O:12][C:3]=12.[Cl:17][C:18]1[CH:24]=[CH:23][C:21]([NH2:22])=[C:20]([F:25])[CH:19]=1.Cl.N1C=CC=CC=1. The catalyst is C(OCCO)C. The product is [Cl:17][C:18]1[CH:24]=[CH:23][C:21]([NH:22][C:2]2[C:7]([C:8]#[N:9])=[CH:6][N:5]=[C:4]3[C:10]4[CH:16]=[CH:15][CH:14]=[CH:13][C:11]=4[O:12][C:3]=23)=[C:20]([F:25])[CH:19]=1. The yield is 0.400.